From a dataset of Forward reaction prediction with 1.9M reactions from USPTO patents (1976-2016). Predict the product of the given reaction. (1) Given the reactants [CH:1]1([C:6](Cl)=[O:7])[CH2:5][CH2:4][CH2:3][CH2:2]1.[Al+3].[Cl-:10].[Cl-].[Cl-].[CH:13]([Si](C)(C)C)=[CH2:14], predict the reaction product. The product is: [Cl:10][CH2:13][CH2:14][C:6]([CH:1]1[CH2:5][CH2:4][CH2:3][CH2:2]1)=[O:7]. (2) Given the reactants [CH3:1][O:2][CH2:3][CH2:4][O:5][CH2:6][C:7]1[N:12]=[CH:11][C:10]([O:13][C:14]2[CH:15]=[C:16]3[C:20](=[C:21]([O:23][CH:24]4[CH2:29][CH2:28][O:27][CH2:26][CH2:25]4)[CH:22]=2)[NH:19][C:18]([C:30]([NH2:32])=O)=[CH:17]3)=[CH:9][CH:8]=1.COC1C=CC(P2(SP(C3C=CC(OC)=CC=3)(=S)S2)=[S:42])=CC=1.C(OCC)(=O)C.CCCCCC, predict the reaction product. The product is: [CH3:1][O:2][CH2:3][CH2:4][O:5][CH2:6][C:7]1[N:12]=[CH:11][C:10]([O:13][C:14]2[CH:15]=[C:16]3[C:20](=[C:21]([O:23][CH:24]4[CH2:29][CH2:28][O:27][CH2:26][CH2:25]4)[CH:22]=2)[NH:19][C:18]([C:30](=[S:42])[NH2:32])=[CH:17]3)=[CH:9][CH:8]=1.